The task is: Predict the reactants needed to synthesize the given product.. This data is from Full USPTO retrosynthesis dataset with 1.9M reactions from patents (1976-2016). (1) Given the product [ClH:53].[ClH:53].[CH2:1]([O:3][C:4]([C@@:6]12[CH2:24][C@H:23]1[CH:22]=[CH:21][CH2:20][CH2:19][CH2:18][CH2:17][CH2:16][C@H:15]([NH2:25])[C:14](=[O:33])[N:13]1[C@@H:9]([CH2:10][C@@H:11]([O:34][C:35]3[C:44]4[C:39](=[CH:40][C:41]([O:45][CH3:46])=[CH:42][CH:43]=4)[N:38]=[C:37]([C:47]([O:49][CH3:50])=[O:48])[CH:36]=3)[CH2:12]1)[C:8](=[O:51])[NH:7]2)=[O:5])[CH3:2], predict the reactants needed to synthesize it. The reactants are: [CH2:1]([O:3][C:4]([C@@:6]12[CH2:24][C@H:23]1[CH:22]=[CH:21][CH2:20][CH2:19][CH2:18][CH2:17][CH2:16][C@H:15]([NH:25]C(OC(C)(C)C)=O)[C:14](=[O:33])[N:13]1[C@@H:9]([CH2:10][C@@H:11]([O:34][C:35]3[C:44]4[C:39](=[CH:40][C:41]([O:45][CH3:46])=[CH:42][CH:43]=4)[N:38]=[C:37]([C:47]([O:49][CH3:50])=[O:48])[CH:36]=3)[CH2:12]1)[C:8](=[O:51])[NH:7]2)=[O:5])[CH3:2].C(Cl)[Cl:53]. (2) Given the product [CH3:1][O:2][C:3]([C:4]1[CH:9]=[C:8]2[C:7]([C:11]3[CH:16]=[C:15]([CH3:17])[CH:14]=[N:13][C:12]=3[NH:10]2)=[C:6]([NH2:19])[CH:5]=1)=[O:20], predict the reactants needed to synthesize it. The reactants are: [CH3:1][O:2][C:3](=[O:20])[C:4]1[CH:9]=[C:8]([NH2:10])[C:7]([C:11]2[C:12](F)=[N:13][CH:14]=[C:15]([CH3:17])[CH:16]=2)=[C:6]([NH2:19])[CH:5]=1.NC1C=C(C#N)C=C2C=1C1C=C(C)C=NC=1N2. (3) The reactants are: Br[C:2]1[CH:3]=[CH:4][C:5](=[O:9])[N:6]([CH3:8])[CH:7]=1.[OH-].[K+].[B:12]1([B:12]2[O:16][C:15]([CH3:18])([CH3:17])[C:14]([CH3:20])([CH3:19])[O:13]2)[O:16][C:15]([CH3:18])([CH3:17])[C:14]([CH3:20])([CH3:19])[O:13]1.C1(P(C2CCCCC2)C2CCCCC2)CCCCC1. Given the product [CH3:8][N:6]1[CH:7]=[C:2]([B:12]2[O:16][C:15]([CH3:18])([CH3:17])[C:14]([CH3:20])([CH3:19])[O:13]2)[CH:3]=[CH:4][C:5]1=[O:9], predict the reactants needed to synthesize it.